From a dataset of Reaction yield outcomes from USPTO patents with 853,638 reactions. Predict the reaction yield, written as a fraction of the theoretical maximum amount of product (1.0 means a 100% yield; for example, 0.34 means a 34% yield). (1) The reactants are [F:1][C:2]1[CH:14]=[CH:13][C:5]([C:6]([O:8][C:9]([CH3:12])([CH3:11])[CH3:10])=[O:7])=[CH:4][C:3]=1[CH2:15][NH:16][CH3:17].[CH2:18]([O:25][C:26]([NH:28][C@@H:29]([C:33](O)=[O:34])[CH2:30][CH2:31][CH3:32])=[O:27])[C:19]1[CH:24]=[CH:23][CH:22]=[CH:21][CH:20]=1.C1C=CC2N(O)N=NC=2C=1.O.CCN(CC)CC.CCN=C=NCCCN(C)C.Cl. The catalyst is CN(C=O)C.C(Cl)Cl. The product is [F:1][C:2]1[CH:14]=[CH:13][C:5]([C:6]([O:8][C:9]([CH3:11])([CH3:12])[CH3:10])=[O:7])=[CH:4][C:3]=1[CH2:15][NH:16][CH2:17][C:33](=[O:34])[C@@H:29]([CH2:30][CH2:31][CH3:32])[NH:28][C:26]([O:25][CH2:18][C:19]1[CH:24]=[CH:23][CH:22]=[CH:21][CH:20]=1)=[O:27]. The yield is 0.970. (2) No catalyst specified. The product is [NH2:9][C:10]1[CH:17]=[CH:16][CH:15]=[C:14]([C:3]2[CH:4]=[CH:5][S:1][CH:2]=2)[C:11]=1[C:12]#[N:13]. The yield is 0.940. The reactants are [S:1]1[CH:5]=[CH:4][C:3](B(O)O)=[CH:2]1.[NH2:9][C:10]1[CH:17]=[CH:16][CH:15]=[C:14](Br)[C:11]=1[C:12]#[N:13]. (3) No catalyst specified. The product is [Br:1][C:2]1[CH:15]=[CH:14][C:13]2[C:4](=[CH:5][C:6]3[C:11]([CH:12]=2)=[CH:10][CH:9]=[CH:8][CH:7]=3)[CH:3]=1. The reactants are [Br:1][C:2]1[CH:15]=[CH:14][C:13]2[C:12](=O)[C:11]3[C:6](=[CH:7][CH:8]=[CH:9][CH:10]=3)[C:5](=O)[C:4]=2[CH:3]=1.C1(O)CCCCC1.[Al](OC(CC)C)(OC(CC)C)OC(CC)C.[K+].[Br-]. The yield is 0.710. (4) The reactants are [CH3:1][O:2][C:3](=[O:24])[C@@H:4]([NH:7][C:8](=[O:23])[C:9]1[CH:14]=[CH:13][C:12]([C:15]#[C:16][C:17]2[CH:22]=[CH:21][CH:20]=[CH:19][CH:18]=2)=[CH:11][CH:10]=1)[CH2:5][NH2:6].Cl.CCN(C(C)C)C(C)C.[Br:35][CH2:36][C:37](Br)=[O:38]. The catalyst is C(Cl)Cl. The product is [CH3:1][O:2][C:3](=[O:24])[C@@H:4]([NH:7][C:8](=[O:23])[C:9]1[CH:14]=[CH:13][C:12]([C:15]#[C:16][C:17]2[CH:18]=[CH:19][CH:20]=[CH:21][CH:22]=2)=[CH:11][CH:10]=1)[CH2:5][NH:6][C:37](=[O:38])[CH2:36][Br:35]. The yield is 0.650.